The task is: Predict which catalyst facilitates the given reaction.. This data is from Catalyst prediction with 721,799 reactions and 888 catalyst types from USPTO. The catalyst class is: 3. Product: [CH:11]([Si:10]([CH:14]([CH3:15])[CH3:16])([CH:17]([CH3:19])[CH3:18])[O:9][CH2:8][C@@H:7]([O:20][CH2:28][C:29]1[CH:34]=[CH:33][CH:32]=[CH:31][CH:30]=1)[C@@H:6]([O:21][CH2:28][C:29]1[CH:34]=[CH:33][CH:32]=[CH:31][CH:30]=1)[C@H:5]([O:22][CH2:28][C:29]1[CH:34]=[CH:33][CH:32]=[CH:31][CH:30]=1)[CH:4]([S:3][CH2:1][CH3:2])[S:23][CH2:24][CH3:25])([CH3:12])[CH3:13]. Reactant: [CH2:1]([S:3][CH:4]([S:23][CH2:24][CH3:25])[C@@H:5]([OH:22])[C@H:6]([OH:21])[C@H:7]([OH:20])[CH2:8][O:9][Si:10]([CH:17]([CH3:19])[CH3:18])([CH:14]([CH3:16])[CH3:15])[CH:11]([CH3:13])[CH3:12])[CH3:2].[H-].[Na+].[CH2:28](Br)[C:29]1[CH:34]=[CH:33][CH:32]=[CH:31][CH:30]=1.